From a dataset of NCI-60 drug combinations with 297,098 pairs across 59 cell lines. Regression. Given two drug SMILES strings and cell line genomic features, predict the synergy score measuring deviation from expected non-interaction effect. (1) Drug 1: C1CCN(CC1)CCOC2=CC=C(C=C2)C(=O)C3=C(SC4=C3C=CC(=C4)O)C5=CC=C(C=C5)O. Drug 2: C1CC(=O)NC(=O)C1N2C(=O)C3=CC=CC=C3C2=O. Cell line: IGROV1. Synergy scores: CSS=3.52, Synergy_ZIP=2.03, Synergy_Bliss=5.53, Synergy_Loewe=4.52, Synergy_HSA=3.77. (2) Drug 1: C1=CC=C(C(=C1)C(C2=CC=C(C=C2)Cl)C(Cl)Cl)Cl. Drug 2: B(C(CC(C)C)NC(=O)C(CC1=CC=CC=C1)NC(=O)C2=NC=CN=C2)(O)O. Cell line: NCI-H522. Synergy scores: CSS=60.6, Synergy_ZIP=0.552, Synergy_Bliss=-0.295, Synergy_Loewe=-39.7, Synergy_HSA=-0.510. (3) Drug 2: C1CC(C1)(C2=CC=C(C=C2)C3=C(C=C4C(=N3)C=CN5C4=NNC5=O)C6=CC=CC=C6)N. Cell line: HT29. Drug 1: CC1C(C(CC(O1)OC2CC(CC3=C2C(=C4C(=C3O)C(=O)C5=C(C4=O)C(=CC=C5)OC)O)(C(=O)CO)O)N)O. Synergy scores: CSS=71.3, Synergy_ZIP=3.55, Synergy_Bliss=2.96, Synergy_Loewe=6.95, Synergy_HSA=10.8. (4) Synergy scores: CSS=39.5, Synergy_ZIP=-7.66, Synergy_Bliss=-2.20, Synergy_Loewe=-2.82, Synergy_HSA=0.772. Drug 1: C1=C(C(=O)NC(=O)N1)N(CCCl)CCCl. Drug 2: C1=CC(=CC=C1CCCC(=O)O)N(CCCl)CCCl. Cell line: HCT-15. (5) Drug 1: CCN(CC)CCCC(C)NC1=C2C=C(C=CC2=NC3=C1C=CC(=C3)Cl)OC. Drug 2: CC(C)CN1C=NC2=C1C3=CC=CC=C3N=C2N. Cell line: OVCAR-5. Synergy scores: CSS=15.8, Synergy_ZIP=5.14, Synergy_Bliss=9.19, Synergy_Loewe=6.49, Synergy_HSA=6.48. (6) Cell line: NCI-H522. Drug 1: C1CN1P(=S)(N2CC2)N3CC3. Drug 2: CC1=C2C(C(=O)C3(C(CC4C(C3C(C(C2(C)C)(CC1OC(=O)C(C(C5=CC=CC=C5)NC(=O)OC(C)(C)C)O)O)OC(=O)C6=CC=CC=C6)(CO4)OC(=O)C)O)C)O. Synergy scores: CSS=10.8, Synergy_ZIP=-3.26, Synergy_Bliss=0.867, Synergy_Loewe=0.743, Synergy_HSA=-0.186. (7) Drug 1: CC1=C(C=C(C=C1)NC2=NC=CC(=N2)N(C)C3=CC4=NN(C(=C4C=C3)C)C)S(=O)(=O)N.Cl. Drug 2: CC12CCC3C(C1CCC2=O)CC(=C)C4=CC(=O)C=CC34C. Cell line: UACC-257. Synergy scores: CSS=14.2, Synergy_ZIP=0.557, Synergy_Bliss=0.0918, Synergy_Loewe=-12.6, Synergy_HSA=-0.259.